The task is: Predict the reactants needed to synthesize the given product.. This data is from Full USPTO retrosynthesis dataset with 1.9M reactions from patents (1976-2016). (1) Given the product [C:1]([C:5]1[N:10]=[CH:9][C:8]([C:11]2[N:12]([C:32]([N:34]3[CH2:35][CH2:36][CH:37]([CH2:40][C:41]([NH:56][C@@H:54]([C:51]4[CH:52]=[CH:53][C:48]([CH3:47])=[CH:49][CH:50]=4)[CH3:55])=[O:43])[CH2:38][CH2:39]3)=[O:33])[C@@:13]([C:25]3[CH:30]=[CH:29][C:28]([Cl:31])=[CH:27][CH:26]=3)([CH3:24])[C@@:14]([C:17]3[CH:18]=[CH:19][C:20]([Cl:23])=[CH:21][CH:22]=3)([CH3:16])[N:15]=2)=[C:7]([O:44][CH2:45][CH3:46])[CH:6]=1)([CH3:4])([CH3:3])[CH3:2], predict the reactants needed to synthesize it. The reactants are: [C:1]([C:5]1[N:10]=[CH:9][C:8]([C:11]2[N:12]([C:32]([N:34]3[CH2:39][CH2:38][CH:37]([CH2:40][C:41]([OH:43])=O)[CH2:36][CH2:35]3)=[O:33])[C@@:13]([C:25]3[CH:30]=[CH:29][C:28]([Cl:31])=[CH:27][CH:26]=3)([CH3:24])[C@@:14]([C:17]3[CH:22]=[CH:21][C:20]([Cl:23])=[CH:19][CH:18]=3)([CH3:16])[N:15]=2)=[C:7]([O:44][CH2:45][CH3:46])[CH:6]=1)([CH3:4])([CH3:3])[CH3:2].[CH3:47][C:48]1[CH:53]=[CH:52][C:51]([C@H:54]([NH2:56])[CH3:55])=[CH:50][CH:49]=1. (2) Given the product [Cl:1][C:2]1[N:10]=[C:9]2[C:5]([N:6]=[C:7]([C:35]([OH:38])([CH2:36][CH3:37])[CH3:34])[N:8]2[CH:11]2[CH2:16][CH2:15][CH2:14][CH2:13][O:12]2)=[C:4]([N:17]2[CH2:22][CH2:21][O:20][CH2:19][CH2:18]2)[N:3]=1, predict the reactants needed to synthesize it. The reactants are: [Cl:1][C:2]1[N:10]=[C:9]2[C:5]([N:6]=[CH:7][N:8]2[CH:11]2[CH2:16][CH2:15][CH2:14][CH2:13][O:12]2)=[C:4]([N:17]2[CH2:22][CH2:21][O:20][CH2:19][CH2:18]2)[N:3]=1.C([Li])CCC.CCCCCC.[CH3:34][C:35](=[O:38])[CH2:36][CH3:37].